This data is from Peptide-MHC class II binding affinity with 134,281 pairs from IEDB. The task is: Regression. Given a peptide amino acid sequence and an MHC pseudo amino acid sequence, predict their binding affinity value. This is MHC class II binding data. (1) The peptide sequence is EWVAMTKGEGGVWTF. The MHC is DRB1_1501 with pseudo-sequence DRB1_1501. The binding affinity (normalized) is 0.0139. (2) The peptide sequence is GVAGLLVALAV. The MHC is DRB1_0401 with pseudo-sequence DRB1_0401. The binding affinity (normalized) is 0. (3) The peptide sequence is AFKVAATAANAAPMN. The MHC is DRB1_1001 with pseudo-sequence DRB1_1001. The binding affinity (normalized) is 0.920. (4) The peptide sequence is VVSRLLIPVPFDPPA. The MHC is DRB4_0101 with pseudo-sequence DRB4_0103. The binding affinity (normalized) is 0.509. (5) The peptide sequence is YPKYVKQNTLKLAT. The MHC is HLA-DPA10201-DPB11401 with pseudo-sequence HLA-DPA10201-DPB11401. The binding affinity (normalized) is 0.370. (6) The peptide sequence is LNYMSPHHKKLAQAV. The MHC is HLA-DQA10501-DQB10402 with pseudo-sequence HLA-DQA10501-DQB10402. The binding affinity (normalized) is 0.609. (7) The peptide sequence is CGSYVTKTSGSAASM. The MHC is DRB1_0701 with pseudo-sequence DRB1_0701. The binding affinity (normalized) is 0.714.